Predict the reaction yield, written as a fraction of the theoretical maximum amount of product (1.0 means a 100% yield; for example, 0.34 means a 34% yield). From a dataset of Reaction yield outcomes from USPTO patents with 853,638 reactions. (1) The reactants are [CH3:1][O:2][C:3]1[CH:4]=[C:5]2[C:10](=[CH:11][C:12]=1[O:13][CH3:14])[N:9]=[CH:8][CH:7]=[C:6]2[O:15][C:16]1[C:22]([CH3:23])=[CH:21][C:19]([NH2:20])=[C:18]([CH3:24])[CH:17]=1.Cl[C:26](Cl)([O:28]C(=O)OC(Cl)(Cl)Cl)Cl.[CH3:37][CH2:38][CH:39]([OH:43])[CH2:40][C:41]#[CH:42].C(=O)(O)[O-].[Na+]. The catalyst is C(Cl)Cl.C(N(CC)CC)C.C1(C)C=CC=CC=1. The product is [CH3:1][O:2][C:3]1[CH:4]=[C:5]2[C:10](=[CH:11][C:12]=1[O:13][CH3:14])[N:9]=[CH:8][CH:7]=[C:6]2[O:15][C:16]1[C:22]([CH3:23])=[CH:21][C:19]([NH:20][C:26](=[O:28])[O:43][CH:39]([CH2:38][CH3:37])[CH2:40][C:41]#[CH:42])=[C:18]([CH3:24])[CH:17]=1. The yield is 0.720. (2) The reactants are [F:1][C:2]([F:15])([F:14])[C:3](=O)[CH2:4][C:5]([C:7]1[CH:12]=[CH:11][CH:10]=[CH:9][CH:8]=1)=O.Cl.[N+:17]([C:20]1[CH:21]=[C:22]([NH:26][NH2:27])[CH:23]=[CH:24][CH:25]=1)([O-:19])=[O:18].Cl.C(O)C. The catalyst is O. The product is [N+:17]([C:20]1[CH:21]=[C:22]([N:26]2[C:5]([C:7]3[CH:12]=[CH:11][CH:10]=[CH:9][CH:8]=3)=[CH:4][C:3]([C:2]([F:15])([F:14])[F:1])=[N:27]2)[CH:23]=[CH:24][CH:25]=1)([O-:19])=[O:18]. The yield is 0.947. (3) The reactants are [CH2:1]([O:5][C:6]1[CH:10]=[C:9]([CH2:11][C:12]([OH:14])=O)[N:8]([CH2:15][C:16]2[CH:21]=[CH:20][C:19]([Cl:22])=[CH:18][C:17]=2[Cl:23])[N:7]=1)[CH2:2][CH2:3][CH3:4].[CH2:24]([S:29]([NH2:32])(=[O:31])=[O:30])[CH2:25][CH2:26][CH2:27][CH3:28].N12CCCN=C1CCCCC2. The catalyst is O1CCCC1. The product is [CH2:1]([O:5][C:6]1[CH:10]=[C:9]([CH2:11][C:12]([NH:32][S:29]([CH2:24][CH2:25][CH2:26][CH2:27][CH3:28])(=[O:31])=[O:30])=[O:14])[N:8]([CH2:15][C:16]2[CH:21]=[CH:20][C:19]([Cl:22])=[CH:18][C:17]=2[Cl:23])[N:7]=1)[CH2:2][CH2:3][CH3:4]. The yield is 0.250. (4) The reactants are C([N:4]1[CH2:9][CH2:8][N:7]([C:10]2[CH:15]=[CH:14][C:13]([C:16]3[NH:25][C:24](=[O:26])[C:23]4[C:18](=[CH:19][C:20]([O:29][CH3:30])=[CH:21][C:22]=4[O:27][CH3:28])[N:17]=3)=[CH:12][CH:11]=2)[CH2:6][CH:5]1[CH3:31])(=O)C.[OH-].[Na+]. The catalyst is Cl. The product is [CH3:28][O:27][C:22]1[CH:21]=[C:20]([O:29][CH3:30])[CH:19]=[C:18]2[C:23]=1[C:24](=[O:26])[NH:25][C:16]([C:13]1[CH:14]=[CH:15][C:10]([N:7]3[CH2:8][CH2:9][NH:4][CH:5]([CH3:31])[CH2:6]3)=[CH:11][CH:12]=1)=[N:17]2. The yield is 0.0900. (5) The reactants are [NH2:1][C:2]1[C:7]2=[CH:8][CH:9]=[C:10]([CH2:11][CH2:12][CH2:13][OH:14])[N:6]2[N:5]=[CH:4][N:3]=1.[Br:15]N1C(C)(C)C(=O)N(Br)C1=O. The catalyst is CN(C=O)C. The product is [NH2:1][C:2]1[C:7]2=[C:8]([Br:15])[CH:9]=[C:10]([CH2:11][CH2:12][CH2:13][OH:14])[N:6]2[N:5]=[CH:4][N:3]=1. The yield is 0.859. (6) The reactants are C([O:3][C:4]1[C:5](=O)[CH:6]([C:10](=O)[C:11]([O:13][CH2:14][CH3:15])=[O:12])[CH2:7][CH2:8][CH:9]=1)C.C(O)(=O)C.Cl.[C:23]([NH:27][NH2:28])([CH3:26])([CH3:25])[CH3:24]. The catalyst is C(O)C. The product is [C:23]([N:27]1[C:5]2[C:4](=[O:3])[CH2:9][CH2:8][CH2:7][C:6]=2[C:10]([C:11]([O:13][CH2:14][CH3:15])=[O:12])=[N:28]1)([CH3:26])([CH3:25])[CH3:24]. The yield is 0.900. (7) The reactants are [O:1]1[CH:5]=[CH:4][CH:3]=[C:2]1[C:6]1[CH:36]=[CH:35][C:9]([C:10]([N:12]([CH2:17][C:18]2[CH:34]=[CH:33][CH:32]=[CH:31][C:19]=2[O:20][CH2:21][CH2:22][CH2:23][CH2:24][CH2:25][C:26]([O:28]CC)=[O:27])[CH2:13][CH2:14][O:15][CH3:16])=[O:11])=[CH:8][CH:7]=1.O.[OH-].[Li+]. The catalyst is C1COCC1.O. The product is [O:1]1[CH:5]=[CH:4][CH:3]=[C:2]1[C:6]1[CH:7]=[CH:8][C:9]([C:10]([N:12]([CH2:17][C:18]2[CH:34]=[CH:33][CH:32]=[CH:31][C:19]=2[O:20][CH2:21][CH2:22][CH2:23][CH2:24][CH2:25][C:26]([OH:28])=[O:27])[CH2:13][CH2:14][O:15][CH3:16])=[O:11])=[CH:35][CH:36]=1. The yield is 0.381. (8) The yield is 0.910. The product is [CH2:1]([O:8][C:9](=[O:30])[NH:10][C:11]1[CH:16]=[CH:15][C:14]([F:17])=[C:13]([C:18]([C:19]2[C:27]3[C:22](=[N:23][CH:24]=[CH:25][CH:26]=3)[NH:21][CH:20]=2)=[O:28])[C:12]=1[F:29])[C:2]1[CH:3]=[CH:4][CH:5]=[CH:6][CH:7]=1. The catalyst is O. The reactants are [CH2:1]([O:8][C:9](=[O:30])[NH:10][C:11]1[CH:16]=[CH:15][C:14]([F:17])=[C:13]([CH:18]([OH:28])[C:19]2[C:27]3[C:22](=[N:23][CH:24]=[CH:25][CH:26]=3)[NH:21][CH:20]=2)[C:12]=1[F:29])[C:2]1[CH:7]=[CH:6][CH:5]=[CH:4][CH:3]=1.O1CCCC1.CC(OI1(OC(C)=O)(OC(C)=O)OC(=O)C2C=CC=CC1=2)=O. (9) The reactants are [CH3:1][C:2]1[CH:3]=[C:4]([C:15]2[CH:16]=[C:17]3[C:22](=[CH:23][C:24]=2[C:25]([F:28])([F:27])[F:26])[NH:21][C:20](=[O:29])[N:19]([NH:30][S:31]([CH3:34])(=[O:33])=[O:32])[C:18]3=[O:35])[N:5](CCOC[Si](C)(C)C)[N:6]=1.Cl.CCO. The catalyst is O1CCOCC1. The product is [CH3:1][C:2]1[CH:3]=[C:4]([C:15]2[CH:16]=[C:17]3[C:22](=[CH:23][C:24]=2[C:25]([F:27])([F:28])[F:26])[NH:21][C:20](=[O:29])[N:19]([NH:30][S:31]([CH3:34])(=[O:33])=[O:32])[C:18]3=[O:35])[NH:5][N:6]=1. The yield is 0.560. (10) The yield is 0.470. The reactants are [CH3:1][CH:2]1[CH2:6][CH2:5][CH2:4][NH:3]1.[CH2:7](N(CC)CC)C.Br[CH2:15][C:16]([O:18][CH3:19])=[O:17]. The product is [CH2:19]([O:18][C:16](=[O:17])[CH2:15][N:3]1[CH2:4][CH2:5][CH2:6][CH:2]1[CH3:1])[CH3:7]. The catalyst is C1COCC1.